This data is from Peptide-MHC class II binding affinity with 134,281 pairs from IEDB. The task is: Regression. Given a peptide amino acid sequence and an MHC pseudo amino acid sequence, predict their binding affinity value. This is MHC class II binding data. (1) The binding affinity (normalized) is 0.616. The peptide sequence is TLLRAVESYLLAHSD. The MHC is HLA-DPA10201-DPB11401 with pseudo-sequence HLA-DPA10201-DPB11401. (2) The peptide sequence is LCRAHNGVIVPKKKN. The MHC is DRB1_0101 with pseudo-sequence DRB1_0101. The binding affinity (normalized) is 0.233. (3) The peptide sequence is SMPFLRKTRWTFLLS. The MHC is DRB1_0701 with pseudo-sequence DRB1_0701. The binding affinity (normalized) is 0.898. (4) The peptide sequence is VGSLQYLALTALITPKK. The MHC is DRB1_1501 with pseudo-sequence DRB1_1501. The binding affinity (normalized) is 0.819. (5) The peptide sequence is LFKGEIDRRMLDECL. The MHC is DRB1_0101 with pseudo-sequence DRB1_0101. The binding affinity (normalized) is 0.0324. (6) The peptide sequence is GGTIDAYTSSDDQIS. The MHC is DRB1_0101 with pseudo-sequence DRB1_0101. The binding affinity (normalized) is 0.407. (7) The peptide sequence is ELYYAIYKASPTLAF. The MHC is HLA-DPA10103-DPB10301 with pseudo-sequence HLA-DPA10103-DPB10301. The binding affinity (normalized) is 0.359.